From a dataset of NCI-60 drug combinations with 297,098 pairs across 59 cell lines. Regression. Given two drug SMILES strings and cell line genomic features, predict the synergy score measuring deviation from expected non-interaction effect. (1) Drug 1: C1C(C(OC1N2C=C(C(=O)NC2=O)F)CO)O. Drug 2: C1CC(C1)(C(=O)O)C(=O)O.[NH2-].[NH2-].[Pt+2]. Cell line: T-47D. Synergy scores: CSS=11.3, Synergy_ZIP=-4.36, Synergy_Bliss=-4.92, Synergy_Loewe=-2.10, Synergy_HSA=-1.51. (2) Drug 1: C1C(C(OC1N2C=NC3=C(N=C(N=C32)Cl)N)CO)O. Cell line: NCI-H522. Drug 2: C1CCC(C(C1)N)N.C(=O)(C(=O)[O-])[O-].[Pt+4]. Synergy scores: CSS=40.0, Synergy_ZIP=-9.82, Synergy_Bliss=-6.40, Synergy_Loewe=-4.44, Synergy_HSA=-1.95. (3) Drug 1: C1=CN(C=N1)CC(O)(P(=O)(O)O)P(=O)(O)O. Drug 2: CN(C(=O)NC(C=O)C(C(C(CO)O)O)O)N=O. Cell line: A498. Synergy scores: CSS=3.68, Synergy_ZIP=-2.02, Synergy_Bliss=-2.47, Synergy_Loewe=-0.940, Synergy_HSA=-0.940. (4) Drug 1: C1=CN(C(=O)N=C1N)C2C(C(C(O2)CO)O)O.Cl. Drug 2: CS(=O)(=O)CCNCC1=CC=C(O1)C2=CC3=C(C=C2)N=CN=C3NC4=CC(=C(C=C4)OCC5=CC(=CC=C5)F)Cl. Cell line: RXF 393. Synergy scores: CSS=3.77, Synergy_ZIP=-0.175, Synergy_Bliss=2.46, Synergy_Loewe=-2.61, Synergy_HSA=-1.16. (5) Drug 1: CN(C)C1=NC(=NC(=N1)N(C)C)N(C)C. Drug 2: CC1C(C(CC(O1)OC2CC(OC(C2O)C)OC3=CC4=CC5=C(C(=O)C(C(C5)C(C(=O)C(C(C)O)O)OC)OC6CC(C(C(O6)C)O)OC7CC(C(C(O7)C)O)OC8CC(C(C(O8)C)O)(C)O)C(=C4C(=C3C)O)O)O)O. Cell line: SF-268. Synergy scores: CSS=-11.2, Synergy_ZIP=2.27, Synergy_Bliss=-2.05, Synergy_Loewe=-109, Synergy_HSA=-8.03. (6) Drug 1: COC1=CC(=CC(=C1O)OC)C2C3C(COC3=O)C(C4=CC5=C(C=C24)OCO5)OC6C(C(C7C(O6)COC(O7)C8=CC=CS8)O)O. Drug 2: C(CN)CNCCSP(=O)(O)O. Cell line: NCIH23. Synergy scores: CSS=55.0, Synergy_ZIP=-3.37, Synergy_Bliss=-1.29, Synergy_Loewe=-45.8, Synergy_HSA=-0.240. (7) Drug 1: C1=CC(=CC=C1CCC2=CNC3=C2C(=O)NC(=N3)N)C(=O)NC(CCC(=O)O)C(=O)O. Drug 2: C1CN(P(=O)(OC1)NCCCl)CCCl. Cell line: EKVX. Synergy scores: CSS=2.27, Synergy_ZIP=1.18, Synergy_Bliss=4.94, Synergy_Loewe=-0.177, Synergy_HSA=2.14. (8) Drug 1: C1=NC2=C(N=C(N=C2N1C3C(C(C(O3)CO)O)F)Cl)N. Drug 2: CC1CCC2CC(C(=CC=CC=CC(CC(C(=O)C(C(C(=CC(C(=O)CC(OC(=O)C3CCCCN3C(=O)C(=O)C1(O2)O)C(C)CC4CCC(C(C4)OC)OCCO)C)C)O)OC)C)C)C)OC. Cell line: HOP-62. Synergy scores: CSS=23.2, Synergy_ZIP=-0.554, Synergy_Bliss=1.62, Synergy_Loewe=-16.8, Synergy_HSA=-2.86.